This data is from Full USPTO retrosynthesis dataset with 1.9M reactions from patents (1976-2016). The task is: Predict the reactants needed to synthesize the given product. (1) Given the product [N:41]1[CH:42]=[CH:43][CH:44]=[C:39]([CH2:38][NH:37][S:34]([C:30]2[CH:29]=[C:28]([NH:27][C:12]([C:11]3[CH:10]=[N:9][N:8]4[C:3]([C:2]([F:26])([F:25])[F:1])=[CH:4][C:5]([C:15]5[CH:20]=[CH:19][C:18]([C:21]([F:24])([F:22])[F:23])=[CH:17][CH:16]=5)=[N:6][C:7]=34)=[O:13])[CH:33]=[CH:32][CH:31]=2)(=[O:36])=[O:35])[CH:40]=1, predict the reactants needed to synthesize it. The reactants are: [F:1][C:2]([F:26])([F:25])[C:3]1[N:8]2[N:9]=[CH:10][C:11]([C:12](O)=[O:13])=[C:7]2[N:6]=[C:5]([C:15]2[CH:20]=[CH:19][C:18]([C:21]([F:24])([F:23])[F:22])=[CH:17][CH:16]=2)[CH:4]=1.[NH2:27][C:28]1[CH:29]=[C:30]([S:34]([NH:37][CH2:38][C:39]2[CH:40]=[N:41][CH:42]=[CH:43][CH:44]=2)(=[O:36])=[O:35])[CH:31]=[CH:32][CH:33]=1. (2) Given the product [ClH:45].[ClH:13].[NH:15]1[C:23]2[C:18](=[CH:19][CH:20]=[CH:21][CH:22]=2)[C:17]([CH:24]2[CH2:29][CH2:28][CH2:27][N:26]([CH:30]3[CH2:35][CH2:34][C:33]([N:42]([CH3:44])[CH3:43])([C:36]4[CH:41]=[CH:40][CH:39]=[CH:38][CH:37]=4)[CH2:32][CH2:31]3)[CH2:25]2)=[CH:16]1, predict the reactants needed to synthesize it. The reactants are: C1(N)C(F)=C(F)C(F)=C(N)C=1F.[ClH:13].Cl.[NH:15]1[C:23]2[C:18](=[CH:19][CH:20]=[CH:21][CH:22]=2)[C:17]([CH:24]2[CH2:29][CH2:28][CH2:27][N:26]([CH:30]3[CH2:35][CH2:34][C:33]([N:42]([CH3:44])[CH3:43])([C:36]4[CH:41]=[CH:40][CH:39]=[CH:38][CH:37]=4)[CH2:32][CH2:31]3)[CH2:25]2)=[CH:16]1.[Cl:45][Si](C)(C)C. (3) Given the product [CH3:8][S:9]([C:12]1[CH:13]=[CH:14][C:15]([O:16][C:17]2[N:22]=[CH:21][N:20]=[C:19]3[N:23]([CH:26]4[CH2:27][CH2:28][N:29]([C:34]([C:35]5[CH:40]=[CH:39][CH:38]=[CH:37][CH:36]=5)=[O:41])[CH2:30][CH2:31]4)[N:24]=[CH:25][C:18]=23)=[CH:32][CH:33]=1)(=[O:11])=[O:10], predict the reactants needed to synthesize it. The reactants are: FC(F)(F)C(O)=O.[CH3:8][S:9]([C:12]1[CH:33]=[CH:32][C:15]([O:16][C:17]2[N:22]=[CH:21][N:20]=[C:19]3[N:23]([CH:26]4[CH2:31][CH2:30][NH:29][CH2:28][CH2:27]4)[N:24]=[CH:25][C:18]=23)=[CH:14][CH:13]=1)(=[O:11])=[O:10].[C:34](Cl)(=[O:41])[C:35]1[CH:40]=[CH:39][CH:38]=[CH:37][CH:36]=1.